Dataset: HIV replication inhibition screening data with 41,000+ compounds from the AIDS Antiviral Screen. Task: Binary Classification. Given a drug SMILES string, predict its activity (active/inactive) in a high-throughput screening assay against a specified biological target. (1) The molecule is CC[N+](C)(CC)CCNC(=O)C(O)(c1ccccc1)c1ccccc1.[I-]. The result is 0 (inactive). (2) The compound is O=C1OCC(Cc2ccc3c(c2)OCO3)C1Cc1ccc(O)cc1. The result is 0 (inactive).